Dataset: Catalyst prediction with 721,799 reactions and 888 catalyst types from USPTO. Task: Predict which catalyst facilitates the given reaction. (1) Reactant: C([O:8][C:9]1[CH:14]=[CH:13][C:12](/[CH:15]=[C:16](\[O:20][CH2:21][CH3:22])/[C:17]([O-:19])=[O:18])=[CH:11][CH:10]=1)C1C=CC=CC=1.CO[C:25](C)(C)[CH3:26]. Product: [CH2:25]([O:19][C:17](=[O:18])[CH:16]([O:20][CH2:21][CH3:22])[CH2:15][C:12]1[CH:11]=[CH:10][C:9]([OH:8])=[CH:14][CH:13]=1)[CH3:26]. The catalyst class is: 45. (2) Reactant: [Cl:1][C:2]1[N:3]=[N:4][CH:5]=[C:6]([Cl:9])[C:7]=1Cl.[NH4+:10].[OH-]. Product: [Cl:1][C:2]1[N:3]=[N:4][CH:5]=[C:6]([Cl:9])[C:7]=1[NH2:10]. The catalyst class is: 14. (3) Reactant: [F:1][C:2]1[C:7]([F:8])=[CH:6][CH:5]=[CH:4][C:3]=1[C@@:9]([NH:19][S@@:20]([C:22]([CH3:25])([CH3:24])[CH3:23])=[O:21])([CH2:12][C:13](=[O:18])[C:14]([F:17])([F:16])[F:15])[CH2:10][F:11].[B-].[Na+]. Product: [F:1][C:2]1[C:7]([F:8])=[CH:6][CH:5]=[CH:4][C:3]=1[C@@:9]([NH:19][S@@:20]([C:22]([CH3:25])([CH3:24])[CH3:23])=[O:21])([CH2:12][C@H:13]([OH:18])[C:14]([F:17])([F:15])[F:16])[CH2:10][F:11]. The catalyst class is: 5. (4) Reactant: Cl[C:2]1[N:11]=[CH:10][C:9]2[C:4](=[CH:5][CH:6]=[C:7]([C:12]3[C:17]([Cl:18])=[C:16]([O:19][CH3:20])[CH:15]=[C:14]([O:21][CH3:22])[C:13]=3[Cl:23])[CH:8]=2)[N:3]=1.[NH2:24][C@@H:25]1[CH2:29][O:28][CH2:27][C@@H:26]1[NH:30][C:31](=[O:37])[O:32][C:33]([CH3:36])([CH3:35])[CH3:34].C(=O)(O)[O-].[Na+]. Product: [Cl:18][C:17]1[C:16]([O:19][CH3:20])=[CH:15][C:14]([O:21][CH3:22])=[C:13]([Cl:23])[C:12]=1[C:7]1[CH:8]=[C:9]2[C:4](=[CH:5][CH:6]=1)[N:3]=[C:2]([NH:24][C@@H:25]1[CH2:29][O:28][CH2:27][C@@H:26]1[NH:30][C:31](=[O:37])[O:32][C:33]([CH3:35])([CH3:34])[CH3:36])[N:11]=[CH:10]2. The catalyst class is: 37. (5) Reactant: C(N(CC)C(C)C)(C)C.[Cl:10][C:11]1[N:12]=[CH:13][C:14]([C:17]([OH:19])=O)=[N:15][CH:16]=1.[F:20][C:21]([F:26])([F:25])[C@@H:22]([NH2:24])[CH3:23].C([O-])(O)=O.[Na+]. Product: [Cl:10][C:11]1[N:12]=[CH:13][C:14]([C:17]([NH:24][C@@H:22]([CH3:23])[C:21]([F:26])([F:25])[F:20])=[O:19])=[N:15][CH:16]=1. The catalyst class is: 2. (6) Reactant: [N+:1]([C:4]1[CH:5]=[N:6][N:7]([CH2:9][C@H:10]2[O:15][CH2:14][CH2:13][N:12]([C:16]([O:18][C:19]([CH3:22])([CH3:21])[CH3:20])=[O:17])[CH2:11]2)[CH:8]=1)([O-])=O. Product: [NH2:1][C:4]1[CH:5]=[N:6][N:7]([CH2:9][C@H:10]2[O:15][CH2:14][CH2:13][N:12]([C:16]([O:18][C:19]([CH3:22])([CH3:21])[CH3:20])=[O:17])[CH2:11]2)[CH:8]=1. The catalyst class is: 19. (7) Reactant: [C:1]([NH:5][C:6]([C:8]1[C:16]2[C:11](=[N:12][CH:13]=[C:14](N3C4C(=CC(OC(F)F)=CC=4)C=N3)[N:15]=2)[N:10](COCC[Si](C)(C)C)[CH:9]=1)=[O:7])([CH3:4])([CH3:3])[CH3:2].FC(F)(F)C(O)=O. Product: [C:1]([NH:5][C:6]([C:8]1[C:16]2[C:11](=[N:12][CH:13]=[CH:14][N:15]=2)[NH:10][CH:9]=1)=[O:7])([CH3:4])([CH3:2])[CH3:3]. The catalyst class is: 4. (8) Product: [Br:2][C:3]1[CH:4]=[C:5]([C:18]2[CH:23]=[CH:22][CH:21]=[CH:20][CH:19]=2)[C:6]2[N:7]([CH:9]=[C:10]([CH2:12][C:13]([O:15][CH3:16])=[O:14])[N:11]=2)[CH:8]=1. Reactant: Cl.[Br:2][C:3]1[CH:4]=[C:5](Br)[C:6]2[N:7]([CH:9]=[C:10]([CH2:12][C:13]([O:15][CH3:16])=[O:14])[N:11]=2)[CH:8]=1.[C:18]1(B(O)O)[CH:23]=[CH:22][CH:21]=[CH:20][CH:19]=1.[O-]P([O-])([O-])=O.[K+].[K+].[K+].C(OCC)(=O)C. The catalyst class is: 335.